This data is from Reaction yield outcomes from USPTO patents with 853,638 reactions. The task is: Predict the reaction yield, written as a fraction of the theoretical maximum amount of product (1.0 means a 100% yield; for example, 0.34 means a 34% yield). (1) The reactants are [CH3:1][C:2]1([CH2:13][O:14][C:15]2[CH:20]=[CH:19][C:18]([N:21]3[CH2:26][CH2:25][N:24]([C:27]([O:29]C(C)(C)C)=[O:28])[CH2:23][CH2:22]3)=[CH:17][CH:16]=2)[O:6][C:5]2=[N:7][C:8]([N+:10]([O-:12])=[O:11])=[CH:9][N:4]2[CH2:3]1.FC(F)(F)C(O)=O.[Cl:41][C:42]1[CH:43]=[C:44]([CH:47]=[CH:48][C:49]=1[Cl:50])[CH2:45]O.C(N1C=CN=C1)(N1C=CN=C1)=O. The catalyst is C(Cl)Cl.CN(C=O)C.O. The product is [CH3:1][C:2]1([CH2:13][O:14][C:15]2[CH:20]=[CH:19][C:18]([N:21]3[CH2:22][CH2:23][N:24]([C:27]([O:29][CH2:45][C:44]4[CH:47]=[CH:48][C:49]([Cl:50])=[C:42]([Cl:41])[CH:43]=4)=[O:28])[CH2:25][CH2:26]3)=[CH:17][CH:16]=2)[O:6][C:5]2=[N:7][C:8]([N+:10]([O-:12])=[O:11])=[CH:9][N:4]2[CH2:3]1. The yield is 0.700. (2) The reactants are Br[C:2]1[C:10]2[O:9][CH2:8][CH:7]([C:11]3[CH:16]=[CH:15][C:14]([CH:17]([CH3:19])[CH3:18])=[CH:13][CH:12]=3)[C:6]=2[C:5]([CH3:20])=[C:4]([NH:21][C:22](=[O:28])[CH2:23][C:24]([CH3:27])([CH3:26])[CH3:25])[C:3]=1[CH3:29].[CH2:30]([O:32][C:33]([C:35]1[CH:36]=[C:37](B(O)O)[CH:38]=[CH:39][CH:40]=1)=[O:34])[CH3:31]. No catalyst specified. The product is [CH3:25][C:24]([CH3:27])([CH3:26])[CH2:23][C:22]([NH:21][C:4]1[C:3]([CH3:29])=[C:2]([C:39]2[CH:40]=[C:35]([CH:36]=[CH:37][CH:38]=2)[C:33]([O:32][CH2:30][CH3:31])=[O:34])[C:10]2[O:9][CH2:8][CH:7]([C:11]3[CH:16]=[CH:15][C:14]([CH:17]([CH3:19])[CH3:18])=[CH:13][CH:12]=3)[C:6]=2[C:5]=1[CH3:20])=[O:28]. The yield is 0.630. (3) The reactants are [NH2:1][C:2]1[C:3]2[N:4]([C:8]([CH:25]3[CH2:30][CH2:29][CH:28]([CH2:31][O:32]S(C4C=CC(C)=CC=4)(=O)=O)[CH2:27][CH2:26]3)=[N:9][C:10]=2[C:11]2[CH:16]=[CH:15][CH:14]=[C:13]([O:17][CH2:18][C:19]3[CH:24]=[CH:23][CH:22]=[CH:21][CH:20]=3)[CH:12]=2)[CH:5]=[CH:6][N:7]=1.[NH2:43][C:44]1[CH:49]=[CH:48][CH:47]=[CH:46][CH:45]=1.CN(C=[O:54])C. The catalyst is CO. The product is [CH:31]([OH:32])=[O:54].[CH2:18]([O:17][C:13]1[CH:12]=[C:11]([C:10]2[N:9]=[C:8]([CH:25]3[CH2:30][CH2:29][CH:28]([CH2:31][NH:43][C:44]4[CH:49]=[CH:48][CH:47]=[CH:46][CH:45]=4)[CH2:27][CH2:26]3)[N:4]3[CH:5]=[CH:6][N:7]=[C:2]([NH2:1])[C:3]=23)[CH:16]=[CH:15][CH:14]=1)[C:19]1[CH:20]=[CH:21][CH:22]=[CH:23][CH:24]=1. The yield is 0.310. (4) The reactants are Br[C:2]1[C:3]([F:10])=[CH:4][C:5]([CH3:9])=[C:6]([CH:8]=1)[NH2:7].[C:11]([Cu])#[N:12]. The catalyst is CN1C(=O)CCC1.[Cu]I. The product is [NH2:7][C:6]1[C:5]([CH3:9])=[CH:4][C:3]([F:10])=[C:2]([CH:8]=1)[C:11]#[N:12]. The yield is 0.360.